This data is from Reaction yield outcomes from USPTO patents with 853,638 reactions. The task is: Predict the reaction yield, written as a fraction of the theoretical maximum amount of product (1.0 means a 100% yield; for example, 0.34 means a 34% yield). The reactants are [C:1]([C:5]1[O:9][N:8]=[C:7]([NH:10][C:11]([NH:13][C:14]2[CH:19]=[CH:18][CH:17]=[C:16]([O:20][C:21]3[C:30]4[C:25](=[CH:26][C:27]([O:33][CH2:34][CH2:35][CH2:36]Cl)=[C:28]([O:31][CH3:32])[CH:29]=4)[N:24]=[CH:23][N:22]=3)[CH:15]=2)=[O:12])[CH:6]=1)([CH3:4])([CH3:3])[CH3:2].[CH3:38][N:39]1[CH2:44][CH2:43][NH:42][CH2:41][CH2:40]1.C(N(C(C)C)CC)(C)C. The catalyst is CN(C=O)C.[I-].C([N+](CCCC)(CCCC)CCCC)CCC. The product is [C:1]([C:5]1[O:9][N:8]=[C:7]([NH:10][C:11]([NH:13][C:14]2[CH:19]=[CH:18][CH:17]=[C:16]([O:20][C:21]3[C:30]4[C:25](=[CH:26][C:27]([O:33][CH2:34][CH2:35][CH2:36][N:42]5[CH2:43][CH2:44][N:39]([CH3:38])[CH2:40][CH2:41]5)=[C:28]([O:31][CH3:32])[CH:29]=4)[N:24]=[CH:23][N:22]=3)[CH:15]=2)=[O:12])[CH:6]=1)([CH3:4])([CH3:3])[CH3:2]. The yield is 0.180.